The task is: Predict which catalyst facilitates the given reaction.. This data is from Catalyst prediction with 721,799 reactions and 888 catalyst types from USPTO. (1) Reactant: C([O:8][C:9]([C:11]1[CH:23]=[CH:22][C:21]2[C:20]3[C:15](=[CH:16][C:17]([C:24]([O:26]CC4C=CC=CC=4)=[O:25])=[CH:18][CH:19]=3)[CH:14]([CH:34]=[O:35])[C:13]=2[CH:12]=1)=[O:10])C1C=CC=CC=1.[H][H]. Product: [CH:34]([CH:14]1[C:15]2[CH:16]=[C:17]([C:24]([OH:26])=[O:25])[CH:18]=[CH:19][C:20]=2[C:21]2[C:13]1=[CH:12][C:11]([C:9]([OH:10])=[O:8])=[CH:23][CH:22]=2)=[O:35]. The catalyst class is: 123. (2) Reactant: [C:1]([C:7]1[C:11]2[CH:12]=[CH:13][CH:14]=[CH:15][C:10]=2[O:9][C:8]=1[C:16]1[CH:17]=[C:18]2[C:23](=[CH:24][CH:25]=1)[CH:22]=[C:21]([O:26][CH2:27][C:28]([O:30]CC)=[O:29])[CH:20]=[CH:19]2)(=[O:6])[CH2:2][CH2:3][CH2:4][CH3:5].[OH-].[Na+]. Product: [C:1]([C:7]1[C:11]2[CH:12]=[CH:13][CH:14]=[CH:15][C:10]=2[O:9][C:8]=1[C:16]1[CH:17]=[C:18]2[C:23](=[CH:24][CH:25]=1)[CH:22]=[C:21]([O:26][CH2:27][C:28]([OH:30])=[O:29])[CH:20]=[CH:19]2)(=[O:6])[CH2:2][CH2:3][CH2:4][CH3:5]. The catalyst class is: 40. (3) Reactant: C(=O)(O)[O-].[Na+].[C:6]1([OH:13])[CH:11]=[CH:10][CH:9]=[C:8]([OH:12])[CH:7]=1.[I:14]I. Product: [I:14][C:7]1[C:8]([OH:12])=[CH:9][CH:10]=[CH:11][C:6]=1[OH:13]. The catalyst class is: 6. (4) Reactant: [F:1][C:2]1([F:20])[CH2:6][N:5]([C:7]([C:9]2[N:10]=[C:11]([C:14]([O:16]CC)=[O:15])[S:12][CH:13]=2)=[O:8])[C@@H:4]([CH3:19])[CH2:3]1.O.O[Li:23].O. Product: [F:20][C:2]1([F:1])[CH2:6][N:5]([C:7]([C:9]2[N:10]=[C:11]([C:14]([O-:16])=[O:15])[S:12][CH:13]=2)=[O:8])[C@@H:4]([CH3:19])[CH2:3]1.[Li+:23]. The catalyst class is: 5. (5) Reactant: Br[C:2]1[C:11]2[C:6](=[CH:7][CH:8]=[C:9]([O:12][C@H:13]3[CH2:18][CH2:17][C@H:16]([C:19]([CH3:22])([CH3:21])[CH3:20])[CH2:15][CH2:14]3)[CH:10]=2)[CH:5]=[CH:4][CH:3]=1.[Li]CCCC.CN([CH:31]=[O:32])C. Product: [C:19]([C@H:16]1[CH2:17][CH2:18][C@H:13]([O:12][C:9]2[CH:10]=[C:11]3[C:6]([CH:5]=[CH:4][CH:3]=[C:2]3[CH:31]=[O:32])=[CH:7][CH:8]=2)[CH2:14][CH2:15]1)([CH3:21])([CH3:20])[CH3:22]. The catalyst class is: 1.